This data is from Forward reaction prediction with 1.9M reactions from USPTO patents (1976-2016). The task is: Predict the product of the given reaction. (1) Given the reactants [CH3:1][C:2]1[CH:7]=[CH:6][CH:5]=[C:4]([CH3:8])[C:3]=1[N:9]1[C:22]2[C:17](=[CH:18][CH:19]=[CH:20][CH:21]=2)[CH2:16][C:15]2[CH:14]=[CH:13][CH:12]=[CH:11][C:10]1=2.[Li]CCCC.[C:28](=[O:30])=[O:29], predict the reaction product. The product is: [CH3:1][C:2]1[CH:7]=[CH:6][CH:5]=[C:4]([CH3:8])[C:3]=1[N:9]1[C:10]2[C:15](=[CH:14][CH:13]=[CH:12][CH:11]=2)[CH:16]([C:28]([OH:30])=[O:29])[C:17]2[CH:18]=[CH:19][CH:20]=[CH:21][C:22]1=2. (2) Given the reactants [N+:1]([C:4]1[CH:5]=[CH:6][C:7]2[S:11][C:10]([C:12]3[CH:17]=[CH:16][C:15]([CH3:18])=[CH:14][CH:13]=3)=[N:9][C:8]=2[CH:19]=1)([O-])=O.[Cl-].[NH4+], predict the reaction product. The product is: [C:15]1([CH3:18])[CH:14]=[CH:13][C:12]([C:10]2[S:11][C:7]3[CH:6]=[CH:5][C:4]([NH2:1])=[CH:19][C:8]=3[N:9]=2)=[CH:17][CH:16]=1. (3) Given the reactants [NH2:1][CH:2]([CH2:5][CH2:6][S:7][CH3:8])[CH2:3][OH:4].[OH-:9].[Na+], predict the reaction product. The product is: [NH2:1][CH:2]([CH2:5][CH2:6][S:7][CH3:8])[C:3]([OH:9])=[O:4]. (4) Given the reactants CC(C)=CC[C@@H](O)[C:6]1[C:16](=[O:17])[C:15]2[C:14](O)=[CH:13][CH:12]=[C:11](O)[C:10]=2[C:8](=[O:9])C=1.CC(C)=CCC(OC(C=C(C)C)=O)C1C(=O)C2C(=C(O)C=CC=2O)C(=[O:30])C=1, predict the reaction product. The product is: [CH2:15]([OH:30])[CH:16]([OH:17])[CH3:6].[CH2:8]([OH:9])[C:10]1[CH:11]=[CH:12][CH:13]=[CH:14][CH:15]=1.